The task is: Predict the product of the given reaction.. This data is from Forward reaction prediction with 1.9M reactions from USPTO patents (1976-2016). The product is: [CH:58]1([CH2:56][O:55][C:53]2[N:52]=[CH:51][N:50]=[C:49]([NH:48][C:45]3[CH:44]=[CH:43][C:42]([C:41]([NH:34][C:32]4[S:31][N:30]=[C:29]([C:26]5[CH:27]=[CH:28][C:23]([F:22])=[C:24]([C:35]([F:36])([F:37])[F:38])[CH:25]=5)[N:33]=4)=[O:59])=[CH:47][CH:46]=3)[CH:54]=2)[CH2:57][CH2:3]1. Given the reactants [Cl-].F[C:3]1C=CC(C2N=C([Al+]CN)SN=2)=CC=1C(F)(F)F.[Cl-].[F:22][C:23]1[CH:28]=[CH:27][C:26]([C:29]2[N:33]=[C:32]([NH3+:34])[S:31][N:30]=2)=[CH:25][C:24]=1[C:35]([F:38])([F:37])[F:36].CO[C:41](=[O:59])[C:42]1[CH:47]=[CH:46][C:45]([NH:48][C:49]2[CH:54]=[C:53]([O:55][CH:56]3[CH2:58][CH2:57]3)[N:52]=[CH:51][N:50]=2)=[CH:44][CH:43]=1, predict the reaction product.